Predict the reaction yield, written as a fraction of the theoretical maximum amount of product (1.0 means a 100% yield; for example, 0.34 means a 34% yield). From a dataset of Reaction yield outcomes from USPTO patents with 853,638 reactions. The reactants are [CH3:1][O:2][C:3]([CH:5]1[CH2:10][CH2:9][N:8]([C:11]2[C:16]([NH2:17])=[CH:15][C:14]([Cl:18])=[CH:13][N:12]=2)[CH2:7][CH2:6]1)=[O:4].[Cl:19][C:20]1[CH:21]=[C:22]([CH:26]=[CH:27][CH:28]=1)[C:23](Cl)=[O:24]. The catalyst is C(#N)C.CO. The product is [CH3:1][O:2][C:3]([CH:5]1[CH2:10][CH2:9][N:8]([C:11]2[C:16]([NH:17][C:23](=[O:24])[C:22]3[CH:26]=[CH:27][CH:28]=[C:20]([Cl:19])[CH:21]=3)=[CH:15][C:14]([Cl:18])=[CH:13][N:12]=2)[CH2:7][CH2:6]1)=[O:4]. The yield is 0.560.